Dataset: Forward reaction prediction with 1.9M reactions from USPTO patents (1976-2016). Task: Predict the product of the given reaction. Given the reactants [CH2:1]([NH2:8])[C:2]1[CH:7]=[CH:6][CH:5]=[CH:4][CH:3]=1.[C:9](Cl)(=[O:16])[C:10]1[CH:15]=[CH:14][CH:13]=[CH:12][CH:11]=1, predict the reaction product. The product is: [CH2:1]([NH:8][C:9](=[O:16])[C:10]1[CH:15]=[CH:14][CH:13]=[CH:12][CH:11]=1)[C:2]1[CH:7]=[CH:6][CH:5]=[CH:4][CH:3]=1.